Dataset: Reaction yield outcomes from USPTO patents with 853,638 reactions. Task: Predict the reaction yield, written as a fraction of the theoretical maximum amount of product (1.0 means a 100% yield; for example, 0.34 means a 34% yield). (1) The reactants are Cl.[NH2:2][C@@:3]([CH3:18])([CH2:15][CH2:16][CH3:17])[C:4]([C:6]1[O:7][C:8]2[CH:14]=[CH:13][CH:12]=[CH:11][C:9]=2[N:10]=1)=[O:5].[F:19][C:20]([F:42])([CH2:35][C:36]1[CH:41]=[CH:40][CH:39]=[CH:38][CH:37]=1)[CH2:21][C@H:22]([NH:26][C:27]([N:29]1[CH2:34][CH2:33][O:32][CH2:31][CH2:30]1)=[O:28])[C:23](O)=[O:24].CCN=C=NCCCN(C)C.C1C=CC2N(O)N=NC=2C=1.C(N(C(C)C)CC)(C)C. The catalyst is CN(C=O)C.C(OCC)(=O)C. The product is [O:7]1[C:8]2[CH:14]=[CH:13][CH:12]=[CH:11][C:9]=2[N:10]=[C:6]1[C:4]([C@:3]([NH:2][C:23]([C@@H:22]([NH:26][C:27]([N:29]1[CH2:30][CH2:31][O:32][CH2:33][CH2:34]1)=[O:28])[CH2:21][C:20]([F:42])([F:19])[CH2:35][C:36]1[CH:37]=[CH:38][CH:39]=[CH:40][CH:41]=1)=[O:24])([CH3:18])[CH2:15][CH2:16][CH3:17])=[O:5]. The yield is 0.820. (2) The reactants are [NH2:1][C:2]1[CH:3]=[CH:4][CH:5]=[C:6]2[C:11]=1[N:10]=[CH:9][CH:8]=[CH:7]2.[CH3:12][O:13][C:14]1[CH:19]=[CH:18][C:17]([S:20](Cl)(=[O:22])=[O:21])=[C:16]([N+:24]([O-:26])=[O:25])[CH:15]=1. No catalyst specified. The product is [CH3:12][O:13][C:14]1[CH:19]=[CH:18][C:17]([S:20]([NH:1][C:2]2[CH:3]=[CH:4][CH:5]=[C:6]3[C:11]=2[N:10]=[CH:9][CH:8]=[CH:7]3)(=[O:21])=[O:22])=[C:16]([N+:24]([O-:26])=[O:25])[CH:15]=1. The yield is 0.740.